The task is: Predict the reactants needed to synthesize the given product.. This data is from Full USPTO retrosynthesis dataset with 1.9M reactions from patents (1976-2016). (1) Given the product [F:15][C:16]([F:24])([F:25])[C:17]1[CH:18]=[C:19]([NH:20][C:4]([C:6]2[CH:11]=[C:10]([C:12]#[N:13])[CH:9]=[C:8]([CH3:14])[N:7]=2)=[O:5])[CH:21]=[CH:22][CH:23]=1, predict the reactants needed to synthesize it. The reactants are: C(O[C:4]([C:6]1[CH:11]=[C:10]([C:12]#[N:13])[CH:9]=[C:8]([CH3:14])[N:7]=1)=[O:5])C.[F:15][C:16]([F:25])([F:24])[C:17]1[CH:18]=[C:19]([CH:21]=[CH:22][CH:23]=1)[NH2:20]. (2) Given the product [C:1]([O:5][C:6](=[O:33])[NH:7][CH2:8][CH2:9][CH2:10][N:11]1[C:20]2[CH:19]=[CH:18][C:17]([C:35]#[C:34][Si:36]([CH3:39])([CH3:38])[CH3:37])=[CH:16][C:15]=2[C:14]2=[N:22][N:23]([CH:26]3[CH2:31][CH2:30][CH2:29][CH2:28][O:27]3)[C:24]([CH3:25])=[C:13]2[C:12]1=[O:32])([CH3:4])([CH3:3])[CH3:2], predict the reactants needed to synthesize it. The reactants are: [C:1]([O:5][C:6](=[O:33])[NH:7][CH2:8][CH2:9][CH2:10][N:11]1[C:20]2[CH:19]=[CH:18][C:17](I)=[CH:16][C:15]=2[C:14]2=[N:22][N:23]([CH:26]3[CH2:31][CH2:30][CH2:29][CH2:28][O:27]3)[C:24]([CH3:25])=[C:13]2[C:12]1=[O:32])([CH3:4])([CH3:3])[CH3:2].[C:34]([Si:36]([CH3:39])([CH3:38])[CH3:37])#[CH:35]. (3) The reactants are: [NH:1]1[C:9]2[C:4](=[CH:5][CH:6]=[CH:7][CH:8]=2)[C:3]2([C:21]3[C:12](=[CH:13][C:14]4[O:19][CH2:18][CH2:17][O:16][C:15]=4[CH:20]=3)[O:11][CH2:10]2)[C:2]1=[O:22].N1C2C(=CC=CC=2)C2(COC3C=C4C(=CC2=3)CCO4)C1=O.[CH3:44][O:45][C:46]1[CH:47]=[C:48]([CH:51]=[C:52]([O:54][CH3:55])[CH:53]=1)[CH2:49]Br.BrCC1CCCCO1. Given the product [CH3:55][O:54][C:52]1[CH:51]=[C:48]([CH:47]=[C:46]([O:45][CH3:44])[CH:53]=1)[CH2:49][N:1]1[C:9]2[C:4](=[CH:5][CH:6]=[CH:7][CH:8]=2)[C:3]2([C:21]3[C:12](=[CH:13][C:14]4[O:19][CH2:18][CH2:17][O:16][C:15]=4[CH:20]=3)[O:11][CH2:10]2)[C:2]1=[O:22], predict the reactants needed to synthesize it. (4) Given the product [F:1][C:2]1[CH:9]=[C:8]([N:10]2[CH2:15][CH2:14][N:13]3[N:16]=[C:17]([C:19]4[CH:24]=[CH:23][CH:22]=[CH:21][N:20]=4)[N:18]=[C:12]3[CH2:11]2)[CH:7]=[CH:4][CH:3]=1, predict the reactants needed to synthesize it. The reactants are: [F:1][C:2]1[CH:3]=[C:4]([CH:7]=[C:8]([N:10]2[CH2:15][CH2:14][N:13]3[N:16]=[C:17]([C:19]4[CH:24]=[CH:23][CH:22]=[CH:21][N:20]=4)[N:18]=[C:12]3[CH2:11]2)[CH:9]=1)C#N.BrC1C=CC=C(F)C=1. (5) Given the product [CH3:1][S:2][C:3]1[N:8]=[C:7]([NH:9][C:10]2([C:13]3[CH:18]=[CH:17][CH:16]=[CH:15][CH:14]=3)[CH2:12][CH2:11]2)[C:6]([C:19]([NH2:28])=[O:21])=[CH:5][N:4]=1, predict the reactants needed to synthesize it. The reactants are: [CH3:1][S:2][C:3]1[N:8]=[C:7]([NH:9][C:10]2([C:13]3[CH:18]=[CH:17][CH:16]=[CH:15][CH:14]=3)[CH2:12][CH2:11]2)[C:6]([C:19]([OH:21])=O)=[CH:5][N:4]=1.C1C=CC2N(O)N=[N:28]C=2C=1.C(Cl)CCl.[OH-].[NH4+]. (6) Given the product [NH:1]1[CH2:5][CH2:4][C:3]2([CH2:10][CH:9]3[CH2:8][CH2:7][N:6]2[CH2:12][CH2:11]3)[C:2]1=[O:33], predict the reactants needed to synthesize it. The reactants are: [NH:1]1[CH2:5][CH2:4][C:3]2([CH2:10][CH:9]3[CH2:11][CH2:12][N:6]2[CH2:7][CH2:8]3)[CH2:2]1.N1CCC2(CC3CN2CC3)C1.N12CCC(CC1)CC2C(OCC)=[O:33].N12CC(CC1)CC2C(OCC)=O.BrCC1CCOCC1.C([N-]C(C)C)(C)C.[Li+].[N+](C=C)([O-])=O.